Dataset: Full USPTO retrosynthesis dataset with 1.9M reactions from patents (1976-2016). Task: Predict the reactants needed to synthesize the given product. Given the product [Br:1][C:2]1[CH:7]=[CH:6][CH:5]=[CH:4][C:3]=1[S:8]([NH:16][C:12]([CH3:15])([CH3:14])[CH3:13])(=[O:10])=[O:9], predict the reactants needed to synthesize it. The reactants are: [Br:1][C:2]1[CH:7]=[CH:6][CH:5]=[CH:4][C:3]=1[S:8](Cl)(=[O:10])=[O:9].[C:12]([NH2:16])([CH3:15])([CH3:14])[CH3:13].